From a dataset of NCI-60 drug combinations with 297,098 pairs across 59 cell lines. Regression. Given two drug SMILES strings and cell line genomic features, predict the synergy score measuring deviation from expected non-interaction effect. (1) Drug 1: C1=CC(=CC=C1CCCC(=O)O)N(CCCl)CCCl. Drug 2: C1C(C(OC1N2C=NC3=C2NC=NCC3O)CO)O. Cell line: SK-OV-3. Synergy scores: CSS=16.3, Synergy_ZIP=-5.58, Synergy_Bliss=-5.54, Synergy_Loewe=-5.92, Synergy_HSA=-4.06. (2) Drug 1: CN1C2=C(C=C(C=C2)N(CCCl)CCCl)N=C1CCCC(=O)O.Cl. Drug 2: N.N.Cl[Pt+2]Cl. Cell line: NCIH23. Synergy scores: CSS=46.6, Synergy_ZIP=0.327, Synergy_Bliss=0.586, Synergy_Loewe=-17.9, Synergy_HSA=0.00541. (3) Drug 1: CC1=C(C=C(C=C1)NC(=O)C2=CC=C(C=C2)CN3CCN(CC3)C)NC4=NC=CC(=N4)C5=CN=CC=C5. Drug 2: C1=CC=C(C(=C1)C(C2=CC=C(C=C2)Cl)C(Cl)Cl)Cl. Cell line: SNB-19. Synergy scores: CSS=-2.08, Synergy_ZIP=1.16, Synergy_Bliss=0.904, Synergy_Loewe=-2.94, Synergy_HSA=-2.75. (4) Drug 1: CC(CN1CC(=O)NC(=O)C1)N2CC(=O)NC(=O)C2. Drug 2: CC1CCC2CC(C(=CC=CC=CC(CC(C(=O)C(C(C(=CC(C(=O)CC(OC(=O)C3CCCCN3C(=O)C(=O)C1(O2)O)C(C)CC4CCC(C(C4)OC)OCCO)C)C)O)OC)C)C)C)OC. Cell line: HT29. Synergy scores: CSS=41.9, Synergy_ZIP=-2.40, Synergy_Bliss=2.90, Synergy_Loewe=5.02, Synergy_HSA=6.89. (5) Synergy scores: CSS=29.7, Synergy_ZIP=-3.40, Synergy_Bliss=-5.96, Synergy_Loewe=-11.3, Synergy_HSA=-5.56. Drug 1: C#CCC(CC1=CN=C2C(=N1)C(=NC(=N2)N)N)C3=CC=C(C=C3)C(=O)NC(CCC(=O)O)C(=O)O. Drug 2: N.N.Cl[Pt+2]Cl. Cell line: RXF 393. (6) Drug 1: C1=CC(=CC=C1C#N)C(C2=CC=C(C=C2)C#N)N3C=NC=N3. Drug 2: CNC(=O)C1=NC=CC(=C1)OC2=CC=C(C=C2)NC(=O)NC3=CC(=C(C=C3)Cl)C(F)(F)F. Cell line: HT29. Synergy scores: CSS=3.74, Synergy_ZIP=-0.700, Synergy_Bliss=-3.49, Synergy_Loewe=3.26, Synergy_HSA=-3.61.